Dataset: Retrosynthesis with 50K atom-mapped reactions and 10 reaction types from USPTO. Task: Predict the reactants needed to synthesize the given product. (1) Given the product CCOC(=O)C1CC1c1cccc2nc(C)cn12, predict the reactants needed to synthesize it. The reactants are: CCOC(=O)/C=C/c1cccc2nc(C)cn12.C[S+](C)(C)=O. (2) The reactants are: COc1ccc(I)cc1.O=C1NCC(c2cccc(C(F)(F)F)c2)N1c1ccc(Oc2ccc(Cl)cc2)cc1. Given the product COc1ccc(N2CC(c3cccc(C(F)(F)F)c3)N(c3ccc(Oc4ccc(Cl)cc4)cc3)C2=O)cc1, predict the reactants needed to synthesize it. (3) Given the product COc1cc(N(C)C2CCN(Cc3ccccc3)CC2)ccc1C(N)=O, predict the reactants needed to synthesize it. The reactants are: C=O.COc1cc(NC2CCN(Cc3ccccc3)CC2)ccc1C(N)=O. (4) Given the product Cc1c(-c2noc(-c3cnc(OC(C)C)c(Cl)c3)n2)ccc2c1CC(C(=O)O)C2, predict the reactants needed to synthesize it. The reactants are: COC(=O)C1Cc2ccc(-c3noc(-c4cnc(OC(C)C)c(Cl)c4)n3)c(C)c2C1.